Dataset: Full USPTO retrosynthesis dataset with 1.9M reactions from patents (1976-2016). Task: Predict the reactants needed to synthesize the given product. (1) Given the product [Br:21][C:9]1[C:10]([CH3:20])=[N:11][N:12]([CH2:13][C:14]2[CH:19]=[CH:18][CH:17]=[CH:16][N:15]=2)[C:8]=1[C:5]1[CH:4]=[CH:3][C:2]([F:1])=[CH:7][CH:6]=1, predict the reactants needed to synthesize it. The reactants are: [F:1][C:2]1[CH:7]=[CH:6][C:5]([C:8]2[N:12]([CH2:13][C:14]3[CH:19]=[CH:18][CH:17]=[CH:16][N:15]=3)[N:11]=[C:10]([CH3:20])[CH:9]=2)=[CH:4][CH:3]=1.[Br:21]N1C(=O)CCC1=O. (2) Given the product [CH:14]1([CH2:13][O:11][C:3]2[CH:4]=[CH:5][C:6]([N+:8]([O-:10])=[O:9])=[CH:7][C:2]=2[F:1])[CH2:16][CH2:15]1, predict the reactants needed to synthesize it. The reactants are: [F:1][C:2]1[CH:7]=[C:6]([N+:8]([O-:10])=[O:9])[CH:5]=[CH:4][C:3]=1[OH:11].Br[CH2:13][CH:14]1[CH2:16][CH2:15]1.C(=O)([O-])[O-].[K+].[K+]. (3) Given the product [N+:12]([C:4]1[CH:3]=[C:2]([CH:7]=[C:6]([C:8]([F:11])([F:10])[F:9])[CH:5]=1)[O:23][CH2:22][CH2:21][N:18]1[CH2:19][CH2:20][O:15][CH2:16][CH2:17]1)([O-:14])=[O:13], predict the reactants needed to synthesize it. The reactants are: F[C:2]1[CH:7]=[C:6]([C:8]([F:11])([F:10])[F:9])[CH:5]=[C:4]([N+:12]([O-:14])=[O:13])[CH:3]=1.[O:15]1[CH2:20][CH2:19][N:18]([CH2:21][CH2:22][OH:23])[CH2:17][CH2:16]1.C([O-])([O-])=O.[K+].[K+]. (4) Given the product [C:1]([CH:3]([C:4]1[C:12]([O:13][CH3:14])=[CH:11][C:10]([CH3:15])=[C:9]2[C:5]=1[CH:6]=[CH:7][N:8]2[C:16]([O:18][C:19]([CH3:22])([CH3:21])[CH3:20])=[O:17])[CH3:25])#[N:2], predict the reactants needed to synthesize it. The reactants are: [C:1]([CH2:3][C:4]1[C:12]([O:13][CH3:14])=[CH:11][C:10]([CH3:15])=[C:9]2[C:5]=1[CH:6]=[CH:7][N:8]2[C:16]([O:18][C:19]([CH3:22])([CH3:21])[CH3:20])=[O:17])#[N:2].CI.[CH3:25][Si]([N-][Si](C)(C)C)(C)C.[Li+]. (5) The reactants are: C(OC([N:11]1[CH2:16][CH2:15][C@H:14]([CH:17]2[CH2:19][CH2:18]2)[C@@H:13]([NH:20][P:21]([O:26][CH2:27][CH3:28])([O:23][CH2:24][CH3:25])=[O:22])[CH2:12]1)=O)C1C=CC=CC=1.N#N. Given the product [CH2:24]([O:23][P:21]([NH:20][C@@H:13]1[C@@H:14]([CH:17]2[CH2:19][CH2:18]2)[CH2:15][CH2:16][NH:11][CH2:12]1)(=[O:22])[O:26][CH2:27][CH3:28])[CH3:25], predict the reactants needed to synthesize it.